This data is from Forward reaction prediction with 1.9M reactions from USPTO patents (1976-2016). The task is: Predict the product of the given reaction. (1) Given the reactants [CH3:1][CH2:2][CH2:3][CH2:4][C:5]1[N:9]([CH2:10][C:11]2[CH:16]=[CH:15][C:14]([C:17]3[C:22]([C:23]4[N:27]=[N:26][N:25](C(C5C=CC=CC=5)(C5C=CC=CC=5)C5C=CC=CC=5)[N:24]=4)=[CH:21][CH:20]=[CH:19][CH:18]=3)=[CH:13][CH:12]=2)[C:8]([CH2:47][OH:48])=[C:7]([Cl:49])[N:6]=1, predict the reaction product. The product is: [CH3:1][CH2:2][CH2:3][CH2:4][C:5]1[N:9]([CH2:10][C:11]2[CH:16]=[CH:15][C:14]([C:17]3[CH:18]=[CH:19][CH:20]=[CH:21][C:22]=3[C:23]3[N:27]=[N:26][NH:25][N:24]=3)=[CH:13][CH:12]=2)[C:8]([CH2:47][OH:48])=[C:7]([Cl:49])[N:6]=1. (2) Given the reactants [S:1]1[CH:5]=[CH:4][C:3]([NH:6][C@H:7]([C:12]([O:14][CH3:15])=[O:13])[CH2:8][CH:9]([CH3:11])[CH3:10])=[N:2]1.[Br:16]Br, predict the reaction product. The product is: [Br:16][C:4]1[C:3]([NH:6][C@H:7]([C:12]([O:14][CH3:15])=[O:13])[CH2:8][CH:9]([CH3:10])[CH3:11])=[N:2][S:1][CH:5]=1. (3) Given the reactants [CH:1]1([CH2:7][C@H:8]([N:25]2[CH2:29][C:28]3[CH2:30][C:31]4[C:32]([O:38][CH3:39])=[CH:33][CH:34]=[CH:35][C:36]=4[O:37][C:27]=3[C:26]2=[O:40])[C:9]([NH:11][C:12]2[CH:16]=[CH:15][N:14]([CH2:17][C@@H:18]3[CH2:22][O:21]C(C)(C)[O:19]3)[N:13]=2)=[O:10])[CH2:6][CH2:5][CH2:4][CH2:3][CH2:2]1.Cl, predict the reaction product. The product is: [CH:1]1([CH2:7][C@H:8]([N:25]2[CH2:29][C:28]3[CH2:30][C:31]4[C:32]([O:38][CH3:39])=[CH:33][CH:34]=[CH:35][C:36]=4[O:37][C:27]=3[C:26]2=[O:40])[C:9]([NH:11][C:12]2[CH:16]=[CH:15][N:14]([CH2:17][C@@H:18]([OH:19])[CH2:22][OH:21])[N:13]=2)=[O:10])[CH2:2][CH2:3][CH2:4][CH2:5][CH2:6]1. (4) Given the reactants [NH2:1][C:2]1[CH:3]=[C:4]([CH:19]=[CH:20][CH:21]=1)[CH2:5][N:6]1[CH2:11][CH2:10][N:9]([C:12]([O:14][C:15]([CH3:18])([CH3:17])[CH3:16])=[O:13])[CH2:8][CH2:7]1.Cl[C:23]1[CH:28]=[C:27]([O:29][C:30]2[C:31]([CH3:37])=[N:32][C:33]([CH3:36])=[CH:34][CH:35]=2)[CH:26]=[CH:25][N:24]=1.C([O-])([O-])=O.[Cs+].[Cs+].CC1(C)C2C(=C(P(C3C=CC=CC=3)C3C=CC=CC=3)C=CC=2)OC2C(P(C3C=CC=CC=3)C3C=CC=CC=3)=CC=CC1=2, predict the reaction product. The product is: [CH3:37][C:31]1[C:30]([O:29][C:27]2[CH:28]=[CH:23][N:24]=[C:25]([NH:1][C:2]3[CH:3]=[C:4]([CH2:5][N:6]4[CH2:11][CH2:10][N:9]([C:12]([O:14][C:15]([CH3:16])([CH3:17])[CH3:18])=[O:13])[CH2:8][CH2:7]4)[CH:19]=[CH:20][CH:21]=3)[CH:26]=2)=[CH:35][CH:34]=[C:33]([CH3:36])[N:32]=1.